This data is from Forward reaction prediction with 1.9M reactions from USPTO patents (1976-2016). The task is: Predict the product of the given reaction. Given the reactants [C:1]([O:5][C:6]([N:8]1[CH2:13][CH2:12][N:11]([CH2:14][C:15]2[CH:20]=[C:19]([NH2:21])[C:18]([C:22](O)=[O:23])=[CH:17][C:16]=2[C:25]([F:28])([F:27])[F:26])[CH2:10][CH2:9]1)=[O:7])([CH3:4])([CH3:3])[CH3:2].[NH2:29][CH2:30][C:31]1[CH:32]=[C:33]([CH:36]=[CH:37][C:38]=1[S:39]([CH2:42][CH3:43])(=[O:41])=[O:40])[C:34]#[N:35].Cl.ClC1C=CC(S(CC)(=O)=O)=C(C=1)CN.C1C=CC2N(O)N=NC=2C=1, predict the reaction product. The product is: [C:1]([O:5][C:6]([N:8]1[CH2:9][CH2:10][N:11]([CH2:14][C:15]2[CH:20]=[C:19]([NH2:21])[C:18]([C:22](=[O:23])[NH:29][CH2:30][C:31]3[CH:32]=[C:33]([C:34]#[N:35])[CH:36]=[CH:37][C:38]=3[S:39]([CH2:42][CH3:43])(=[O:41])=[O:40])=[CH:17][C:16]=2[C:25]([F:27])([F:26])[F:28])[CH2:12][CH2:13]1)=[O:7])([CH3:2])([CH3:4])[CH3:3].